Task: Predict the product of the given reaction.. Dataset: Forward reaction prediction with 1.9M reactions from USPTO patents (1976-2016) (1) Given the reactants [CH2:1]([CH:8]1[N:17]2[CH:12]([CH2:13][C:14](=[O:23])[C:15]([C:18]([O:20][CH2:21][CH3:22])=[O:19])=[CH:16]2)[C:11]2[CH:24]=[C:25]([O:30][CH3:31])[C:26]([O:28][CH3:29])=[CH:27][C:10]=2[CH2:9]1)[C:2]1[CH:7]=[CH:6][CH:5]=[CH:4][CH:3]=1.C1(Cl)C(=O)C(Cl)=C(Cl)C(=O)C=1Cl, predict the reaction product. The product is: [CH2:1]([CH:8]1[N:17]2[C:12](=[CH:13][C:14](=[O:23])[C:15]([C:18]([O:20][CH2:21][CH3:22])=[O:19])=[CH:16]2)[C:11]2[CH:24]=[C:25]([O:30][CH3:31])[C:26]([O:28][CH3:29])=[CH:27][C:10]=2[CH2:9]1)[C:2]1[CH:7]=[CH:6][CH:5]=[CH:4][CH:3]=1. (2) Given the reactants F[C:2]1[CH:9]=[CH:8][C:5]([C:6]#[N:7])=[CH:4][CH:3]=1.[CH3:10][O:11][C:12]1[CH:17]=[CH:16][C:15]([SH:18])=[CH:14][CH:13]=1.C([O-])([O-])=O.[Cs+].[Cs+].O, predict the reaction product. The product is: [CH3:10][O:11][C:12]1[CH:17]=[CH:16][C:15]([S:18][C:2]2[CH:9]=[CH:8][C:5]([C:6]#[N:7])=[CH:4][CH:3]=2)=[CH:14][CH:13]=1. (3) The product is: [CH2:1]([O:8][CH2:9][CH2:10][N:11]1[C:17](=[O:18])[C@@H:16]([NH:19][C:20](=[O:27])[C@:21]([F:26])([CH3:25])[C:22]([NH:40][CH2:39][CH2:38][C:37]([F:45])([F:36])[C:41]([F:44])([F:43])[F:42])=[O:23])[C:15]2[CH:28]=[CH:29][CH:30]=[CH:31][C:14]=2[C:13]2[CH:32]=[CH:33][CH:34]=[CH:35][C:12]1=2)[C:2]1[CH:3]=[CH:4][CH:5]=[CH:6][CH:7]=1. Given the reactants [CH2:1]([O:8][CH2:9][CH2:10][N:11]1[C:17](=[O:18])[C@@H:16]([NH:19][C:20](=[O:27])[C@:21]([F:26])([CH3:25])[C:22](O)=[O:23])[C:15]2[CH:28]=[CH:29][CH:30]=[CH:31][C:14]=2[C:13]2[CH:32]=[CH:33][CH:34]=[CH:35][C:12]1=2)[C:2]1[CH:7]=[CH:6][CH:5]=[CH:4][CH:3]=1.[F:36][C:37]([F:45])([C:41]([F:44])([F:43])[F:42])[CH2:38][CH2:39][NH2:40], predict the reaction product. (4) Given the reactants [NH2:1][C:2](=[S:14])[CH2:3][N:4]1[CH:8]=[C:7]([C:9]([O:11][CH2:12][CH3:13])=[O:10])[CH:6]=[N:5]1.Br[CH2:16][C:17]([C:19]1[CH:24]=[CH:23][CH:22]=[C:21]([Br:25])[CH:20]=1)=O, predict the reaction product. The product is: [Br:25][C:21]1[CH:20]=[C:19]([C:17]2[N:1]=[C:2]([CH2:3][N:4]3[CH:8]=[C:7]([C:9]([O:11][CH2:12][CH3:13])=[O:10])[CH:6]=[N:5]3)[S:14][CH:16]=2)[CH:24]=[CH:23][CH:22]=1. (5) Given the reactants [Cl:1][C:2]1[C:7]([F:8])=[CH:6][N:5]=[C:4]([CH:9]([CH:13]2[CH2:15][CH2:14]2)[C:10]([NH2:12])=[O:11])[C:3]=1[CH3:16].Cl[C:18](Cl)([O:20]C(=O)OC(Cl)(Cl)Cl)Cl.CC(C)([O-])C.[K+].O, predict the reaction product. The product is: [Cl:1][C:2]1[C:7]([F:8])=[CH:6][N:5]2[C:18](=[O:20])[NH:12][C:10](=[O:11])[C:9]([CH:13]3[CH2:15][CH2:14]3)=[C:4]2[C:3]=1[CH3:16]. (6) Given the reactants [Cl:1][C:2]1[CH:3]=[CH:4][C:5]2[N:9]([S:10]([C:13]3[CH:18]=[CH:17][C:16]([O:19][CH3:20])=[CH:15][CH:14]=3)(=[O:12])=[O:11])[C:8](=[O:21])[N:7]([CH:22]([C:41]3[CH:46]=[CH:45][CH:44]=[CH:43][CH:42]=3)[C:23]([NH:25][CH2:26][CH2:27][N:28]3[CH2:33][CH2:32][N:31](C(OC(C)(C)C)=O)[CH2:30][CH2:29]3)=[O:24])[C:6]=2[CH:47]=1.FC(F)(F)C(O)=O, predict the reaction product. The product is: [Cl:1][C:2]1[CH:3]=[CH:4][C:5]2[N:9]([S:10]([C:13]3[CH:18]=[CH:17][C:16]([O:19][CH3:20])=[CH:15][CH:14]=3)(=[O:11])=[O:12])[C:8](=[O:21])[N:7]([CH:22]([C:41]3[CH:46]=[CH:45][CH:44]=[CH:43][CH:42]=3)[C:23]([NH:25][CH2:26][CH2:27][N:28]3[CH2:29][CH2:30][NH:31][CH2:32][CH2:33]3)=[O:24])[C:6]=2[CH:47]=1. (7) Given the reactants [Cl:1][C:2]1[C:11]2[NH:10][C:9](=[O:12])[C:8]3[S:13][CH:14]=[CH:15][C:7]=3[C:6]=2[C:5]([C:16]2[CH:21]=[CH:20][C:19]([C@@H:22]([N:24](C)[C:25](=O)OC(C)(C)C)[CH3:23])=[CH:18][CH:17]=2)=[C:4]([O:33]C)[CH:3]=1.BrB(Br)Br, predict the reaction product. The product is: [ClH:1].[Cl:1][C:2]1[C:11]2[NH:10][C:9](=[O:12])[C:8]3[S:13][CH:14]=[CH:15][C:7]=3[C:6]=2[C:5]([C:16]2[CH:21]=[CH:20][C:19]([C@@H:22]([NH:24][CH3:25])[CH3:23])=[CH:18][CH:17]=2)=[C:4]([OH:33])[CH:3]=1. (8) Given the reactants [Li]CCCC.Br[CH2:7][C:8]1[CH:18]=[CH:17][CH:16]=[C:10]2[C:11]([NH:13][C:14](=[O:15])[C:9]=12)=[O:12], predict the reaction product. The product is: [CH2:7]=[C:8]1[CH:18]=[CH:17][CH:16]=[C:10]2[C:11]([NH:13][C:14](=[O:15])[CH:9]12)=[O:12].